Dataset: Catalyst prediction with 721,799 reactions and 888 catalyst types from USPTO. Task: Predict which catalyst facilitates the given reaction. (1) The catalyst class is: 16. Product: [C:16]([C:18]1[C:23]2[N:24]=[C:25]([N:27]3[CH2:28][CH:29]([NH:31][C:32](=[O:38])[O:33][C:34]([CH3:37])([CH3:36])[CH3:35])[CH2:30]3)[O:26][C:22]=2[C:21]([N:5]2[CH2:6][CH2:7][C@H:3]([N:2]([CH3:8])[CH3:1])[CH2:4]2)=[C:20]([C:40]2[CH:41]=[CH:42][CH:43]=[CH:44][CH:45]=2)[C:19]=1[CH3:46])#[N:17]. Reactant: [CH3:1][N:2]([CH3:8])[C@H:3]1[CH2:7][CH2:6][NH:5][CH2:4]1.C(N(CC)CC)C.[C:16]([C:18]1[C:23]2[N:24]=[C:25]([N:27]3[CH2:30][CH:29]([NH:31][C:32](=[O:38])[O:33][C:34]([CH3:37])([CH3:36])[CH3:35])[CH2:28]3)[O:26][C:22]=2[C:21](F)=[C:20]([C:40]2[CH:45]=[CH:44][CH:43]=[CH:42][CH:41]=2)[C:19]=1[CH3:46])#[N:17]. (2) Reactant: [NH2:1][C:2]1[C:3]([C:20]2[O:24][C:23]([C:25]3[CH:30]=[CH:29][C:28]([CH2:31][N:32](C)[C:33](=O)OC(C)(C)C)=[CH:27][C:26]=3[CH3:41])=[N:22][N:21]=2)=[N:4][C:5]([C:8]2[CH:13]=[CH:12][C:11]([S:14]([CH:17]([CH3:19])[CH3:18])(=[O:16])=[O:15])=[CH:10][CH:9]=2)=[CH:6][N:7]=1.C(O)(C(F)(F)F)=O. Product: [CH:17]([S:14]([C:11]1[CH:10]=[CH:9][C:8]([C:5]2[N:4]=[C:3]([C:20]3[O:24][C:23]([C:25]4[CH:30]=[CH:29][C:28]([CH2:31][NH:32][CH3:33])=[CH:27][C:26]=4[CH3:41])=[N:22][N:21]=3)[C:2]([NH2:1])=[N:7][CH:6]=2)=[CH:13][CH:12]=1)(=[O:15])=[O:16])([CH3:19])[CH3:18]. The catalyst class is: 2. (3) Reactant: Cl[CH:2]([C:8]1[CH:13]=[CH:12][CH:11]=[CH:10][CH:9]=1)[C:3]1[O:4][CH:5]=[CH:6][N:7]=1.[CH3:14][C:15]1[CH:20]=[C:19]([N+:21]([O-:23])=[O:22])[CH:18]=[CH:17][C:16]=1[N:24]1[CH2:29][CH2:28][NH:27][CH2:26][CH2:25]1.C([O-])([O-])=O.[Cs+].[Cs+].CC(C)=O.C(Cl)Cl. Product: [CH3:14][C:15]1[CH:20]=[C:19]([N+:21]([O-:23])=[O:22])[CH:18]=[CH:17][C:16]=1[N:24]1[CH2:29][CH2:28][N:27]([CH:2]([C:3]2[O:4][CH:5]=[CH:6][N:7]=2)[C:8]2[CH:13]=[CH:12][CH:11]=[CH:10][CH:9]=2)[CH2:26][CH2:25]1. The catalyst class is: 10. (4) Reactant: Cl[CH2:2][C:3]1[CH:4]=[C:5]([CH:26]=[CH:27][N:28]=1)[C:6]([NH:8][C:9]1[S:10][C:11]2[C:17]([CH:18]3[CH2:23][O:22][CH2:21][CH2:20][O:19]3)=[CH:16][CH:15]=[C:14]([O:24][CH3:25])[C:12]=2[N:13]=1)=[O:7].C(=O)([O-])[O-].[Cs+].[Cs+].[NH:35]1[CH2:39][CH2:38][CH2:37][CH2:36]1. Product: [O:19]1[CH2:20][CH2:21][O:22][CH2:23][CH:18]1[C:17]1[C:11]2[S:10][C:9]([NH:8][C:6](=[O:7])[C:5]3[CH:26]=[CH:27][N:28]=[C:3]([CH2:2][N:35]4[CH2:39][CH2:38][CH2:37][CH2:36]4)[CH:4]=3)=[N:13][C:12]=2[C:14]([O:24][CH3:25])=[CH:15][CH:16]=1. The catalyst class is: 22. (5) Reactant: CC1CCCN(C)C1(C)C.[Li]CCCC.[Li]N1C(C)(C)CCCC1(C)C.[Br:27][C:28]1[CH:29]=[CH:30][C:31]2[S:35][C:34]([CH3:36])=[N:33][C:32]=2[CH:37]=1.[CH2:38]=[O:39]. Product: [Br:27][C:28]1[CH:29]=[CH:30][C:31]2[S:35][C:34]([CH2:36][CH2:38][OH:39])=[N:33][C:32]=2[CH:37]=1. The catalyst class is: 1. (6) Reactant: [N+:1]([C:4]1[CH:9]=[C:8]([C:10]2[CH:11]=[N:12][CH:13]=[CH:14][CH:15]=2)[CH:7]=[C:6]([C:16]2[CH:21]=[CH:20][CH:19]=[CH:18][N:17]=2)[C:5]=1[NH2:22])([O-])=O.[H][H]. Product: [N:17]1[CH:18]=[CH:19][CH:20]=[CH:21][C:16]=1[C:6]1[CH:7]=[C:8]([C:10]2[CH:11]=[N:12][CH:13]=[CH:14][CH:15]=2)[CH:9]=[C:4]([NH2:1])[C:5]=1[NH2:22]. The catalyst class is: 78. (7) Product: [Cl:1][C:2]1[N:11]([C:12]2[CH:17]=[CH:16][CH:15]=[C:14]([N+:18]([O-:20])=[O:19])[CH:13]=2)[C:5]2[N:6]=[CH:7][N:8]=[C:9]([NH:10][C:43](=[O:44])[O:42][C:39]([CH3:41])([CH3:40])[CH3:38])[C:4]=2[C:3]=1[C:21]1[CH:26]=[CH:25][C:24]([Cl:27])=[CH:23][CH:22]=1. The catalyst class is: 1. Reactant: [Cl:1][C:2]1[N:11]([C:12]2[CH:17]=[CH:16][CH:15]=[C:14]([N+:18]([O-:20])=[O:19])[CH:13]=2)[C:5]2[N:6]=[CH:7][N:8]=[C:9]([NH2:10])[C:4]=2[C:3]=1[C:21]1[CH:26]=[CH:25][C:24]([Cl:27])=[CH:23][CH:22]=1.[Li+].C[Si]([N-][Si](C)(C)C)(C)C.[CH3:38][C:39]([O:42][C:43](O[C:43]([O:42][C:39]([CH3:41])([CH3:40])[CH3:38])=[O:44])=[O:44])([CH3:41])[CH3:40].